Dataset: Forward reaction prediction with 1.9M reactions from USPTO patents (1976-2016). Task: Predict the product of the given reaction. (1) Given the reactants [C:1]([C:6]1[CH:11]=[CH:10][CH:9]=[CH:8][CH:7]=1)([CH2:4][CH3:5])([CH3:3])[CH3:2].[I:12]([O-])(=O)=O.[K+].C(OC(=O)C)(=O)C.[S:24](=[O:28])(=[O:27])([OH:26])[OH:25], predict the reaction product. The product is: [S:24]([O-:28])([O-:27])(=[O:26])=[O:25].[C:1]([C:6]1[CH:7]=[CH:8][C:9]([IH+:12])=[CH:10][CH:11]=1)([CH2:4][CH3:5])([CH3:2])[CH3:3].[C:1]([C:6]1[CH:7]=[CH:8][C:9]([IH+:12])=[CH:10][CH:11]=1)([CH2:4][CH3:5])([CH3:2])[CH3:3]. (2) The product is: [Br:1][C:2]1[CH:3]=[C:4]2[C:8](=[CH:9][CH:10]=1)[NH:7][N:6]=[C:5]2[I:13]. Given the reactants [Br:1][C:2]1[CH:3]=[C:4]2[C:8](=[CH:9][CH:10]=1)[NH:7][N:6]=[CH:5]2.[OH-].[K+].[I:13]I.[OH-].[NH4+], predict the reaction product. (3) Given the reactants [Br:1][C:2]1[CH:3]=C[C:5](Cl)=[N:6][CH:7]=1.[OH:9][CH2:10][C:11]([CH3:20])([CH3:19])[C:12]([O:14][C:15]([CH3:18])([CH3:17])[CH3:16])=[O:13].[H-].[Na+].O.C[N:25](C)C=O, predict the reaction product. The product is: [Br:1][C:2]1[CH:7]=[N:6][C:5]([O:9][CH2:10][C:11]([CH3:20])([CH3:19])[C:12]([O:14][C:15]([CH3:18])([CH3:17])[CH3:16])=[O:13])=[N:25][CH:3]=1.